Task: Predict the reactants needed to synthesize the given product.. Dataset: Full USPTO retrosynthesis dataset with 1.9M reactions from patents (1976-2016) (1) Given the product [Cl:10][C:4]1[CH:3]=[CH:2][CH:9]=[CH:8][C:5]=1[CH:6]([OH:7])[C:11]1[CH:16]=[CH:15][CH:14]=[CH:13][CH:12]=1, predict the reactants needed to synthesize it. The reactants are: Br[C:2]1[CH:9]=[CH:8][C:5]([CH2:6][OH:7])=[C:4]([Cl:10])[CH:3]=1.[C:11]1(OB(O)O)[CH:16]=[CH:15][CH:14]=[CH:13][CH:12]=1.C(=O)([O-])[O-].[Na+].[Na+].C(OCC)(=O)C. (2) Given the product [CH2:5]([C:4](=[CH:3][CH2:4][CH2:5][CH2:6][CH3:7])[CH:3]=[O:8])[CH2:6][CH3:7], predict the reactants needed to synthesize it. The reactants are: [OH-].[Na+].[CH:3](=[O:8])[CH2:4][CH2:5][CH2:6][CH3:7].